Predict the reactants needed to synthesize the given product. From a dataset of Full USPTO retrosynthesis dataset with 1.9M reactions from patents (1976-2016). (1) The reactants are: [OH:1][C:2]1[C:9]([CH3:10])=[C:8]([O:11][CH2:12][CH2:13][CH3:14])[CH:7]=[CH:6][C:3]=1[CH:4]=[O:5].CC1C(C)=C(O)C=CC=1C=O.[Si:26]([O:33][C@H:34]([CH2:41]Br)[CH2:35][C:36]([O:38][CH2:39][CH3:40])=[O:37])([C:29]([CH3:32])([CH3:31])[CH3:30])([CH3:28])[CH3:27]. Given the product [Si:26]([O:33][C@H:34]([CH2:41][O:1][C:2]1[C:3]([CH:4]=[O:5])=[CH:6][CH:7]=[C:8]([O:11][CH2:12][CH2:13][CH3:14])[C:9]=1[CH3:10])[CH2:35][C:36]([O:38][CH2:39][CH3:40])=[O:37])([C:29]([CH3:32])([CH3:31])[CH3:30])([CH3:28])[CH3:27], predict the reactants needed to synthesize it. (2) The reactants are: FC(F)(F)C(O)=O.[F:8][C:9]1([F:16])[CH2:15][CH2:14][CH2:13][NH:12][CH2:11][CH2:10]1.[O:17]1[CH:21]=[C:20]([C:22]2[S:26][CH:25]=[C:24]([C:27](O)=[O:28])[CH:23]=2)[N:19]=[CH:18]1.CCN(C(C)C)C(C)C.CN(C(ON1N=NC2C=CC=NC1=2)=[N+](C)C)C.F[P-](F)(F)(F)(F)F. Given the product [F:8][C:9]1([F:16])[CH2:15][CH2:14][CH2:13][N:12]([C:27]([C:24]2[CH:23]=[C:22]([C:20]3[N:19]=[CH:18][O:17][CH:21]=3)[S:26][CH:25]=2)=[O:28])[CH2:11][CH2:10]1, predict the reactants needed to synthesize it. (3) Given the product [Cl:42][C:24]1[C:25]([NH:27][C:28]2[CH:33]=[CH:32][C:31]([N:34]3[CH2:35][CH2:36][O:37][CH2:38][CH2:39]3)=[CH:30][C:29]=2[O:40][CH3:41])=[N:26][C:21]([NH:1][C:2]2[CH:3]=[CH:4][C:5]3[C:11]([CH3:13])([CH3:12])[CH2:10][CH2:9][C:8](=[O:14])[N:7]([CH2:15][CH2:16][O:17][CH3:18])[C:6]=3[CH:19]=2)=[N:22][CH:23]=1, predict the reactants needed to synthesize it. The reactants are: [NH2:1][C:2]1[CH:3]=[CH:4][C:5]2[C:11]([CH3:13])([CH3:12])[CH2:10][CH2:9][C:8](=[O:14])[N:7]([CH2:15][CH2:16][O:17][CH3:18])[C:6]=2[CH:19]=1.Cl[C:21]1[N:26]=[C:25]([NH:27][C:28]2[CH:33]=[CH:32][C:31]([N:34]3[CH2:39][CH2:38][O:37][CH2:36][CH2:35]3)=[CH:30][C:29]=2[O:40][CH3:41])[C:24]([Cl:42])=[CH:23][N:22]=1. (4) The reactants are: Cl[C:2]1[CH:7]=[C:6]([C:8]([F:11])([F:10])[F:9])[N:5]=[C:4]([C:12]2[CH:17]=[CH:16][CH:15]=[C:14]([Cl:18])[CH:13]=2)[N:3]=1.[Cl:19][C:20]1[CH:21]=[N:22][N:23]([CH2:25][C:26]2[CH:31]=[CH:30][C:29]([CH2:32]B3OC(C)(C)C(C)(C)O3)=[CH:28][CH:27]=2)[CH:24]=1.C([O-])([O-])=O.[Na+].[Na+]. Given the product [Cl:19][C:20]1[CH:21]=[N:22][N:23]([CH2:25][C:26]2[CH:31]=[CH:30][C:29]([CH2:32][C:2]3[CH:7]=[C:6]([C:8]([F:11])([F:10])[F:9])[N:5]=[C:4]([C:12]4[CH:17]=[CH:16][CH:15]=[C:14]([Cl:18])[CH:13]=4)[N:3]=3)=[CH:28][CH:27]=2)[CH:24]=1, predict the reactants needed to synthesize it. (5) Given the product [Br:28][C:11]1[C:6]2[NH:5][C:4](=[O:21])[O:3][C:2]([CH3:22])([CH3:1])[C:7]=2[CH:8]=[C:9]([C:12]2[CH:13]=[C:14]([CH:17]=[C:18]([F:20])[CH:19]=2)[C:15]#[N:16])[CH:10]=1, predict the reactants needed to synthesize it. The reactants are: [CH3:1][C:2]1([CH3:22])[C:7]2[CH:8]=[C:9]([C:12]3[CH:13]=[C:14]([CH:17]=[C:18]([F:20])[CH:19]=3)[C:15]#[N:16])[CH:10]=[CH:11][C:6]=2[NH:5][C:4](=[O:21])[O:3]1.C([O-])(=O)C.[Na+].[Br:28]Br. (6) Given the product [S:1]1[C:5]2[CH:6]=[CH:7][CH:8]=[CH:9][C:4]=2[N:3]=[C:2]1[O:10][CH2:11][CH:12]1[CH2:17][CH2:16][CH2:15][N:14]([C:26]2[CH:27]=[C:22]([CH:23]=[CH:24][CH:25]=2)[C:20]([O:19][CH3:18])=[O:21])[CH2:13]1, predict the reactants needed to synthesize it. The reactants are: [S:1]1[C:5]2[CH:6]=[CH:7][CH:8]=[CH:9][C:4]=2[N:3]=[C:2]1[O:10][CH2:11][CH:12]1[CH2:17][CH2:16][CH2:15][NH:14][CH2:13]1.[CH3:18][O:19][C:20]([C:22]1[CH:23]=[C:24](OB(O)O)[CH:25]=[CH:26][CH:27]=1)=[O:21].